Dataset: Full USPTO retrosynthesis dataset with 1.9M reactions from patents (1976-2016). Task: Predict the reactants needed to synthesize the given product. (1) Given the product [C:21]1([N:7]([C:1]2[CH:2]=[CH:3][CH:4]=[CH:5][CH:6]=2)[C:8](=[O:20])[CH2:9][N:10]2[CH:15]=[CH:14][CH:13]=[C:12]([C:16]([NH:27][C@@H:28]([CH2:36][CH2:37][CH2:38][NH:39][C:40]([NH:42][S:43]([C:46]3[C:47]([CH3:60])=[C:48]4[C:53](=[C:54]([CH3:57])[C:55]=3[CH3:56])[O:52][C:51]([CH3:59])([CH3:58])[CH2:50][CH2:49]4)(=[O:44])=[O:45])=[NH:41])[C:29]([O:31][C:32]([CH3:33])([CH3:34])[CH3:35])=[O:30])=[O:17])[C:11]2=[O:19])[CH:22]=[CH:23][CH:24]=[CH:25][CH:26]=1, predict the reactants needed to synthesize it. The reactants are: [C:1]1([N:7]([C:21]2[CH:26]=[CH:25][CH:24]=[CH:23][CH:22]=2)[C:8](=[O:20])[CH2:9][N:10]2[CH:15]=[CH:14][CH:13]=[C:12]([C:16](O)=[O:17])[C:11]2=[O:19])[CH:6]=[CH:5][CH:4]=[CH:3][CH:2]=1.[NH2:27][C@@H:28]([CH2:36][CH2:37][CH2:38][NH:39][C:40]([NH:42][S:43]([C:46]1[C:47]([CH3:60])=[C:48]2[C:53](=[C:54]([CH3:57])[C:55]=1[CH3:56])[O:52][C:51]([CH3:59])([CH3:58])[CH2:50][CH2:49]2)(=[O:45])=[O:44])=[NH:41])[C:29]([O:31][C:32]([CH3:35])([CH3:34])[CH3:33])=[O:30].CN(C(ON1N=NC2C=CC=CC1=2)=[N+](C)C)C.F[P-](F)(F)(F)(F)F.CCN(C(C)C)C(C)C. (2) Given the product [NH2:22][C@H:7]1[C:8]2[C:13](=[C:12]([O:14][CH3:15])[N:11]=[C:10]([N:16]3[CH2:17][CH2:18][O:19][CH2:20][CH2:21]3)[CH:9]=2)[N:4]([C:1](=[O:3])[CH3:2])[C@@H:5]([CH:34]2[CH2:36][CH2:35]2)[C@@H:6]1[CH3:33], predict the reactants needed to synthesize it. The reactants are: [C:1]([N:4]1[C:13]2[C:8](=[CH:9][C:10]([N:16]3[CH2:21][CH2:20][O:19][CH2:18][CH2:17]3)=[N:11][C:12]=2[O:14][CH3:15])[C@H:7]([NH:22]C(=O)OCC2C=CC=CC=2)[C@@H:6]([CH3:33])[C@@H:5]1[CH:34]1[CH2:36][CH2:35]1)(=[O:3])[CH3:2]. (3) The reactants are: [CH3:1][C:2]1[C:12]([N:13]2[CH2:18][CH2:17][NH:16][CH2:15][CH2:14]2)=[CH:11][CH:10]=[CH:9][C:3]=1[C:4]([O:6][CH2:7][CH3:8])=[O:5].[F:19][C:20]([F:45])([F:44])[CH2:21][NH:22][C:23]([C:25]1([CH2:39][CH2:40][CH2:41][CH2:42]Br)[C:38]2[CH:37]=[CH:36][CH:35]=[CH:34][C:33]=2[O:32][C:31]2[C:26]1=[CH:27][CH:28]=[CH:29][CH:30]=2)=[O:24]. Given the product [CH2:1]=[C:2]1[C:12]([N:13]2[CH2:14][CH2:15][N:16]([CH2:42][CH2:41][CH2:40][CH2:39][C:25]3([C:23](=[O:24])[NH:22][CH2:21][C:20]([F:45])([F:19])[F:44])[C:26]4[CH:27]=[CH:28][CH:29]=[CH:30][C:31]=4[O:32][C:33]4[C:38]3=[CH:37][CH:36]=[CH:35][CH:34]=4)[CH2:17][CH2:18]2)=[CH:11][CH:10]=[CH:9][CH:3]1[C:4]([O:6][CH2:7][CH3:8])=[O:5], predict the reactants needed to synthesize it. (4) Given the product [NH2:55][C:51]1([C:48]2[CH:47]=[CH:46][C:45]([C:37]3[O:36][C:35]4[N:30]([CH3:29])[C:31](=[O:65])[N:32]([CH3:64])[C:33](=[O:63])[C:34]=4[C:38]=3[C:39]3[CH:40]=[CH:41][CH:42]=[CH:43][CH:44]=3)=[CH:50][CH:49]=2)[CH2:52][CH2:53][CH2:54]1, predict the reactants needed to synthesize it. The reactants are: NC1(C2C=CC(C3OC4C(=O)N(C)C=CC=4C=3C3C=CC=CC=3)=CC=2)CCC1.[CH3:29][N:30]1[C:35]2[O:36][C:37]([C:45]3[CH:50]=[CH:49][C:48]([C:51]4([NH:55]C(=O)OC(C)(C)C)[CH2:54][CH2:53][CH2:52]4)=[CH:47][CH:46]=3)=[C:38]([C:39]3[CH:44]=[CH:43][CH:42]=[CH:41][CH:40]=3)[C:34]=2[C:33](=[O:63])[N:32]([CH3:64])[C:31]1=[O:65]. (5) Given the product [CH2:7]([C:10]1[S:11][C:12]2[C:21]3[CH:20]=[CH:19][C:18]([O:22][CH2:25][CH2:26][CH2:27][NH:28][C:29](=[O:35])[O:30][C:31]([CH3:34])([CH3:33])[CH3:32])=[CH:17][C:16]=3[N:15]=[CH:14][C:13]=2[N:23]=1)[CH2:8][CH3:9], predict the reactants needed to synthesize it. The reactants are: C(=O)([O-])[O-].[Cs+].[Cs+].[CH2:7]([C:10]1[S:11][C:12]2[C:21]3[CH:20]=[CH:19][C:18]([OH:22])=[CH:17][C:16]=3[N:15]=[CH:14][C:13]=2[N:23]=1)[CH2:8][CH3:9].I[CH2:25][CH2:26][CH2:27][NH:28][C:29](=[O:35])[O:30][C:31]([CH3:34])([CH3:33])[CH3:32]. (6) Given the product [C:1]([Si:5]([O:8][C:9]1[C:18]([Br:19])=[CH:17][C:16]2[C:11](=[C:12]([Cl:21])[CH:13]=[CH:14][CH:15]=2)[C:10]=1[C:27]1[CH:28]=[CH:29][C:24]([O:23][CH3:22])=[CH:25][CH:26]=1)([CH3:7])[CH3:6])([CH3:4])([CH3:3])[CH3:2], predict the reactants needed to synthesize it. The reactants are: [C:1]([Si:5]([O:8][C:9]1[C:18]([Br:19])=[CH:17][C:16]2[C:11](=[C:12]([Cl:21])[CH:13]=[C:14](Br)[CH:15]=2)[CH:10]=1)([CH3:7])[CH3:6])([CH3:4])([CH3:3])[CH3:2].[CH3:22][O:23][C:24]1[CH:29]=[CH:28][C:27]([Mg]Br)=[CH:26][CH:25]=1.